Dataset: Full USPTO retrosynthesis dataset with 1.9M reactions from patents (1976-2016). Task: Predict the reactants needed to synthesize the given product. (1) Given the product [F:23][C:11]([F:10])([F:22])[C:12]1[CH:13]=[CH:14][C:15]([NH:18][C:19]2[S:20][CH:6]=[C:5]([C:4]([OH:3])=[O:9])[N:21]=2)=[CH:16][CH:17]=1, predict the reactants needed to synthesize it. The reactants are: C([O:3][C:4](=[O:9])[C:5](=O)[CH2:6]Br)C.[F:10][C:11]([F:23])([F:22])[C:12]1[CH:17]=[CH:16][C:15]([NH:18][C:19]([NH2:21])=[S:20])=[CH:14][CH:13]=1. (2) Given the product [CH2:1]([O:8][C:9]1[CH:10]=[CH:11][C:12]([N:15]([C:40]2[CH:45]=[CH:44][CH:43]=[CH:42][CH:41]=2)[C:16]([C:18]2[C:26]3[C:21](=[CH:22][CH:23]=[CH:24][CH:25]=3)[N:20]([C:27]3[CH:36]=[C:35]([Cl:37])[C:34]([O:38][CH3:39])=[CH:33][C:28]=3[C:29]([OH:31])=[O:30])[CH:19]=2)=[O:17])=[CH:13][CH:14]=1)[C:2]1[CH:7]=[CH:6][CH:5]=[CH:4][CH:3]=1, predict the reactants needed to synthesize it. The reactants are: [CH2:1]([O:8][C:9]1[CH:14]=[CH:13][C:12]([N:15]([C:40]2[CH:45]=[CH:44][CH:43]=[CH:42][CH:41]=2)[C:16]([C:18]2[C:26]3[C:21](=[CH:22][CH:23]=[CH:24][CH:25]=3)[N:20]([C:27]3[CH:36]=[C:35]([Cl:37])[C:34]([O:38][CH3:39])=[CH:33][C:28]=3[C:29]([O:31]C)=[O:30])[CH:19]=2)=[O:17])=[CH:11][CH:10]=1)[C:2]1[CH:7]=[CH:6][CH:5]=[CH:4][CH:3]=1.[OH-].[Na+].C(OCC)(=O)C.O. (3) Given the product [OH:8][C:9]1[C:10]([CH:35]=[O:36])=[N:11][C:12]([CH2:15][CH2:16][CH2:17][CH2:18][NH:19][C:20]2[C:29]3[C:24](=[CH:25][CH:26]=[CH:27][CH:28]=3)[N:23]=[C:22]3[CH2:30][CH2:31][CH2:32][CH2:33][CH2:34][C:21]=23)=[CH:13][CH:14]=1, predict the reactants needed to synthesize it. The reactants are: [Si]([O:8][C:9]1[C:10]([CH:35]=[O:36])=[N:11][C:12]([CH2:15][CH2:16][CH2:17][CH2:18][NH:19][C:20]2[C:29]3[C:24](=[CH:25][CH:26]=[CH:27][CH:28]=3)[N:23]=[C:22]3[CH2:30][CH2:31][CH2:32][CH2:33][CH2:34][C:21]=23)=[CH:13][CH:14]=1)(C(C)(C)C)(C)C.CCCC[N+](CCCC)(CCCC)CCCC.[F-]. (4) Given the product [O:10]1[C:9]2[CH:8]=[CH:7][C:5]([NH:6][C:12](=[O:13])[CH3:11])=[CH:4][C:3]=2[O:2][CH2:1]1, predict the reactants needed to synthesize it. The reactants are: [CH2:1]1[O:10][C:9]2[CH:8]=[CH:7][C:5]([NH2:6])=[CH:4][C:3]=2[O:2]1.[CH3:11][C:12](OC(C)=O)=[O:13].C([O-])(O)=O.[Na+]. (5) Given the product [Br:1][C:2]1[S:3][C:4]2[CH:10]=[C:9]([C:11]([O:13][CH3:14])=[O:12])[CH:8]=[CH:7][C:5]=2[N:6]=1, predict the reactants needed to synthesize it. The reactants are: [Br:1][C:2]1[S:3][C:4]2[CH:10]=[C:9]([C:11]([OH:13])=[O:12])[CH:8]=[CH:7][C:5]=2[N:6]=1.[CH3:14][Si](C=[N+]=[N-])(C)C. (6) Given the product [CH2:1]([C:3]1[N:7]([C:8]2[N:16]=[C:15]3[C:11]([N:12]=[C:13]([CH:18]([CH:19]4[CH2:20][CH2:21][NH:22][CH2:23][CH2:24]4)[OH:32])[N:14]3[CH3:17])=[C:10]([N:33]3[CH2:34][CH2:35][O:36][CH2:37][CH2:38]3)[N:9]=2)[C:6]2[CH:39]=[CH:40][CH:41]=[CH:42][C:5]=2[N:4]=1)[CH3:2], predict the reactants needed to synthesize it. The reactants are: [CH2:1]([C:3]1[N:7]([C:8]2[N:16]=[C:15]3[C:11]([N:12]=[C:13]([CH:18]([OH:32])[CH:19]4[CH2:24][CH2:23][N:22](C(OC(C)(C)C)=O)[CH2:21][CH2:20]4)[N:14]3[CH3:17])=[C:10]([N:33]3[CH2:38][CH2:37][O:36][CH2:35][CH2:34]3)[N:9]=2)[C:6]2[CH:39]=[CH:40][CH:41]=[CH:42][C:5]=2[N:4]=1)[CH3:2].C(Cl)Cl.FC(F)(F)C(O)=O. (7) Given the product [OH:11][C:5]1[CH:4]=[C:3]([O:2][CH3:1])[C:8]([O:9][CH3:10])=[CH:7][C:6]=1[CH:25]=[O:26], predict the reactants needed to synthesize it. The reactants are: [CH3:1][O:2][C:3]1[CH:4]=[C:5]([OH:11])[CH:6]=[CH:7][C:8]=1[O:9][CH3:10].C1N2CN3CN(C2)CN1C3.Cl.FC(F)(F)[C:25](O)=[O:26]. (8) Given the product [F:1][C:2]1([F:20])[C:8]2([CH2:9][OH:10])[CH:3]1[CH2:4][CH2:5][CH2:6][CH2:7]2, predict the reactants needed to synthesize it. The reactants are: [F:1][C:2]1([F:20])[C:8]2([CH2:9][O:10]CC3C=CC(OC)=CC=3)[CH:3]1[CH2:4][CH2:5][CH2:6][CH2:7]2.C(C1C(=O)C(Cl)=C(Cl)C(=O)C=1C#N)#N.S([O-])([O-])(=O)=O.[Na+].[Na+].